This data is from Full USPTO retrosynthesis dataset with 1.9M reactions from patents (1976-2016). The task is: Predict the reactants needed to synthesize the given product. (1) Given the product [CH2:41]([NH:40][C:29]([CH2:28][CH2:27][CH2:26][CH2:25][O:24][C:9]1[C:8]([C:5]2[CH:6]=[CH:7][C:2]([Cl:1])=[CH:3][CH:4]=2)=[CH:13][C:12]([C:14]([NH:15][C@@H:16]2[CH2:21][CH2:20][CH2:19][CH2:18][C@H:17]2[OH:22])=[O:23])=[CH:11][N:10]=1)=[O:30])[CH2:42][CH2:43][CH3:44], predict the reactants needed to synthesize it. The reactants are: [Cl:1][C:2]1[CH:7]=[CH:6][C:5]([C:8]2[C:9]([O:24][CH2:25][CH2:26][CH2:27][CH2:28][C:29](O)=[O:30])=[N:10][CH:11]=[C:12]([C:14](=[O:23])[NH:15][C@@H:16]3[CH2:21][CH2:20][CH2:19][CH2:18][C@H:17]3[OH:22])[CH:13]=2)=[CH:4][CH:3]=1.CN(C(O[N:40]1N=N[C:42]2[CH:43]=[CH:44]C=C[C:41]1=2)=[N+](C)C)C.[B-](F)(F)(F)F.C(N(CC)C(C)C)(C)C. (2) Given the product [C:7]([CH:9]=[C:19]1[CH2:22][N:21]([C:23]([O:25][C:26]([CH3:29])([CH3:28])[CH3:27])=[O:24])[CH2:20]1)#[N:8], predict the reactants needed to synthesize it. The reactants are: CC(C)([O-])C.[K+].[C:7]([CH2:9]P(=O)(OCC)OCC)#[N:8].O=[C:19]1[CH2:22][N:21]([C:23]([O:25][C:26]([CH3:29])([CH3:28])[CH3:27])=[O:24])[CH2:20]1.O.